From a dataset of Full USPTO retrosynthesis dataset with 1.9M reactions from patents (1976-2016). Predict the reactants needed to synthesize the given product. (1) Given the product [Cl:1][C:2]1[C:15]([CH2:16][N:17]2[CH2:18][CH2:19][C:20]3([O:25][CH2:24][CH2:23][N:22]([C:26]([C:28]4[N:29]=[C:30]([CH2:33][CH3:34])[S:31][CH:32]=4)=[O:27])[CH2:21]3)[CH2:35][CH2:36]2)=[CH:14][CH:13]=[CH:12][C:3]=1[CH2:4][CH2:5][O:6][CH2:7][CH2:8][C:9]([N:50]([CH:51]1[CH2:55][CH2:54][CH2:53][CH2:52]1)[CH2:49][CH:48]([O:56][CH3:57])[O:47][CH3:46])=[O:11], predict the reactants needed to synthesize it. The reactants are: [Cl:1][C:2]1[C:15]([CH2:16][N:17]2[CH2:36][CH2:35][C:20]3([O:25][CH2:24][CH2:23][N:22]([C:26]([C:28]4[N:29]=[C:30]([CH2:33][CH3:34])[S:31][CH:32]=4)=[O:27])[CH2:21]3)[CH2:19][CH2:18]2)=[CH:14][CH:13]=[CH:12][C:3]=1[CH2:4][CH2:5][O:6][CH2:7][CH2:8][C:9]([OH:11])=O.CCN(C(C)C)C(C)C.[CH3:46][O:47][CH:48]([O:56][CH3:57])[CH2:49][NH:50][CH:51]1[CH2:55][CH2:54][CH2:53][CH2:52]1.CN(C(ON1N=NC2C=CC=NC1=2)=[N+](C)C)C.F[P-](F)(F)(F)(F)F. (2) Given the product [Cl:13][C:14]1[CH:19]=[CH:18][C:17]([C:20]2[CH:21]=[CH:22][C:23]([C:26]#[C:27][C:28]3[CH:29]=[C:30]4[C:35](=[CH:36][CH:37]=3)[N:34]([S:9]([CH3:8])(=[O:11])=[O:10])[CH:33]([CH2:38][N:39]3[CH2:40][CH2:41][CH2:42][CH2:43]3)[CH2:32][CH2:31]4)=[N:24][CH:25]=2)=[CH:16][CH:15]=1, predict the reactants needed to synthesize it. The reactants are: C(N(CC)CC)C.[CH3:8][S:9](Cl)(=[O:11])=[O:10].[Cl:13][C:14]1[CH:19]=[CH:18][C:17]([C:20]2[CH:21]=[CH:22][C:23]([C:26]#[C:27][C:28]3[CH:29]=[C:30]4[C:35](=[CH:36][CH:37]=3)[NH:34][CH:33]([CH2:38][N:39]3[CH2:43][CH2:42][CH2:41][CH2:40]3)[CH2:32][CH2:31]4)=[N:24][CH:25]=2)=[CH:16][CH:15]=1. (3) Given the product [Cl:1][C:2]1[C:3]([C:9]2[CH:14]=[CH:13][C:12]([F:15])=[C:11]([NH:16][CH2:17][CH:18]3[CH2:23][CH2:22][O:21][C:20]([CH3:25])([CH3:24])[CH2:19]3)[N:10]=2)=[CH:4][C:5]([NH2:27])=[N:6][CH:7]=1, predict the reactants needed to synthesize it. The reactants are: [Cl:1][C:2]1[C:3]([C:9]2[CH:14]=[CH:13][C:12]([F:15])=[C:11]([NH:16][CH2:17][CH:18]3[CH2:23][CH2:22][O:21][C:20]([CH3:25])([CH3:24])[CH2:19]3)[N:10]=2)=[CH:4][C:5](F)=[N:6][CH:7]=1.[OH-].[NH4+:27]. (4) Given the product [Cl:1][C:2]1[C:3]([C:16]2[C:24]3[C:19](=[CH:20][CH:21]=[CH:22][CH:23]=3)[N:18]([S:25]([C:28]3[CH:33]=[CH:32][CH:31]=[CH:30][CH:29]=3)(=[O:27])=[O:26])[CH:17]=2)=[N:4][C:5]([NH:8][C@H:9]2[CH2:10][CH2:11][C@H:12]([NH:15][C:45]([C:44]3[CH:43]=[C:42]([NH:41][C:39](=[O:40])[O:38][C:34]([CH3:36])([CH3:35])[CH3:37])[CH:50]=[CH:49][CH:48]=3)=[O:46])[CH2:13][CH2:14]2)=[N:6][CH:7]=1, predict the reactants needed to synthesize it. The reactants are: [Cl:1][C:2]1[C:3]([C:16]2[C:24]3[C:19](=[CH:20][CH:21]=[CH:22][CH:23]=3)[N:18]([S:25]([C:28]3[CH:33]=[CH:32][CH:31]=[CH:30][CH:29]=3)(=[O:27])=[O:26])[CH:17]=2)=[N:4][C:5]([NH:8][C@H:9]2[CH2:14][CH2:13][C@H:12]([NH2:15])[CH2:11][CH2:10]2)=[N:6][CH:7]=1.[C:34]([O:38][C:39]([NH:41][C:42]1[CH:43]=[C:44]([CH:48]=[CH:49][CH:50]=1)[C:45](O)=[O:46])=[O:40])([CH3:37])([CH3:36])[CH3:35].CCN(C(C)C)C(C)C.CN(C(ON1N=NC2C=CC=CC1=2)=[N+](C)C)C.F[P-](F)(F)(F)(F)F. (5) Given the product [Cl:34][C:29]1[CH:28]=[C:27]([C:24]([C:21]2[N:20]([C:35]3[CH:36]=[CH:37][C:38]([F:41])=[CH:39][CH:40]=3)[C:19]([CH2:18][O:1][CH:2]3[CH2:3][CH2:4][N:5]([C:8]([O:10][C:11]([CH3:14])([CH3:13])[CH3:12])=[O:9])[CH2:6][CH2:7]3)=[N:23][CH:22]=2)([CH3:26])[CH3:25])[CH:32]=[CH:31][C:30]=1[Cl:33], predict the reactants needed to synthesize it. The reactants are: [OH:1][CH:2]1[CH2:7][CH2:6][N:5]([C:8]([O:10][C:11]([CH3:14])([CH3:13])[CH3:12])=[O:9])[CH2:4][CH2:3]1.[H-].[Na+].Cl[CH2:18][C:19]1[N:20]([C:35]2[CH:40]=[CH:39][C:38]([F:41])=[CH:37][CH:36]=2)[C:21]([C:24]([C:27]2[CH:32]=[CH:31][C:30]([Cl:33])=[C:29]([Cl:34])[CH:28]=2)([CH3:26])[CH3:25])=[CH:22][N:23]=1. (6) The reactants are: [Cl:1][C:2]1[CH:3]=[C:4]([C:8]2[N:13]=[C:12]3[CH2:14][CH2:15][CH2:16][C:11]3=[C:10]([NH:17][C:18]3[CH:23]=[CH:22][C:21]([CH2:24][C:25]([O:27]CC)=O)=[C:20]([F:30])[CH:19]=3)[CH:9]=2)[CH:5]=[CH:6][CH:7]=1.[NH3:31].[Al]. Given the product [ClH:1].[Cl:1][C:2]1[CH:3]=[C:4]([C:8]2[N:13]=[C:12]3[CH2:14][CH2:15][CH2:16][C:11]3=[C:10]([NH:17][C:18]3[CH:23]=[CH:22][C:21]([CH2:24][C:25]([NH2:31])=[O:27])=[C:20]([F:30])[CH:19]=3)[CH:9]=2)[CH:5]=[CH:6][CH:7]=1, predict the reactants needed to synthesize it. (7) Given the product [Br:1][C:2]1[CH:3]=[C:4]([S:8][CH2:10][C:11](=[O:14])[CH2:12][CH3:13])[CH:5]=[CH:6][CH:7]=1, predict the reactants needed to synthesize it. The reactants are: [Br:1][C:2]1[CH:3]=[C:4]([SH:8])[CH:5]=[CH:6][CH:7]=1.Cl[CH2:10][C:11](=[O:14])[CH2:12][CH3:13]. (8) Given the product [NH2:1][C:2]1[CH:10]=[CH:9][C:5]([C:6]([NH2:11])=[O:7])=[CH:4][CH:3]=1, predict the reactants needed to synthesize it. The reactants are: [NH2:1][C:2]1[CH:10]=[CH:9][C:5]([C:6](Cl)=[O:7])=[CH:4][CH:3]=1.[NH3:11]. (9) Given the product [CH2:1]([C:5]1[C:6]([O:33][CH2:34][CH2:35][CH3:36])=[C:7]([NH:22][C:23]([NH:25][C:26]2[CH:31]=[CH:30][C:29]([CH3:32])=[CH:28][CH:27]=2)=[O:24])[CH:8]=[C:9]([C:11]2[CH:16]=[CH:15][CH:14]=[CH:13][C:12]=2[C:17]2[NH:18][N:19]=[N:20][N:21]=2)[CH:10]=1)[CH2:2][CH2:3][CH3:4], predict the reactants needed to synthesize it. The reactants are: [CH2:1]([C:5]1[C:6]([O:33][CH2:34][CH2:35][CH3:36])=[C:7]([NH:22][C:23]([NH:25][C:26]2[CH:31]=[CH:30][C:29]([CH3:32])=[CH:28][CH:27]=2)=[O:24])[CH:8]=[C:9]([C:11]2[CH:16]=[CH:15][CH:14]=[CH:13][C:12]=2[C:17]2[NH:21][N:20]=[N:19][N:18]=2)[CH:10]=1)/[CH:2]=[CH:3]/[CH3:4].